This data is from Reaction yield outcomes from USPTO patents with 853,638 reactions. The task is: Predict the reaction yield, written as a fraction of the theoretical maximum amount of product (1.0 means a 100% yield; for example, 0.34 means a 34% yield). (1) The product is [NH:1]1[CH:5]=[CH:4][CH:3]=[C:2]1[CH:6]=[N:12][CH2:11][CH2:10][S:9][CH3:8]. No catalyst specified. The yield is 0.980. The reactants are [NH:1]1[CH:5]=[CH:4][CH:3]=[C:2]1[CH:6]=O.[CH3:8][S:9][CH2:10][CH2:11][NH2:12]. (2) The reactants are [OH:1][C@@H:2]([CH3:35])[CH2:3][O:4][NH:5][C:6]([C:8]1[C:9]([NH:26][C:27]2[CH:32]=[CH:31][C:30]([I:33])=[CH:29][C:28]=2[F:34])=[C:10]2[CH:16]=[N:15][N:14](CC3C=CC(OC)=CC=3)[C:11]2=[N:12][CH:13]=1)=[O:7]. The catalyst is C(O)(C(F)(F)F)=O. The product is [OH:1][C@@H:2]([CH3:35])[CH2:3][O:4][NH:5][C:6]([C:8]1[C:9]([NH:26][C:27]2[CH:32]=[CH:31][C:30]([I:33])=[CH:29][C:28]=2[F:34])=[C:10]2[CH:16]=[N:15][NH:14][C:11]2=[N:12][CH:13]=1)=[O:7]. The yield is 0.270. (3) The reactants are [CH3:1][C:2]1[NH:6][N:5]=[C:4]([NH2:7])[CH:3]=1.[I-].[K+].CCN(C(C)C)C(C)C.Cl[C:20]1[C:29]2[C:24](=[CH:25][C:26]([F:30])=[CH:27][CH:28]=2)[N:23]=[C:22]([C:31]([C:33]2[CH:38]=[CH:37][C:36]([F:39])=[CH:35][CH:34]=2)=[O:32])[N:21]=1. The catalyst is CN(C=O)C. The product is [F:30][C:26]1[CH:25]=[C:24]2[C:29]([C:20]([NH:7][C:4]3[CH:3]=[C:2]([CH3:1])[NH:6][N:5]=3)=[N:21][C:22]([C:31]([C:33]3[CH:38]=[CH:37][C:36]([F:39])=[CH:35][CH:34]=3)=[O:32])=[N:23]2)=[CH:28][CH:27]=1. The yield is 0.310. (4) The reactants are [C:1](/[CH:3]=[CH:4]/[S:5]([C:8]1[CH:9]=[C:10]([C:14]([CH3:19])([CH3:18])[C:15]([OH:17])=O)[CH:11]=[CH:12][CH:13]=1)(=[O:7])=[O:6])#[N:2].[CH:20]1([NH2:26])[CH2:25][CH2:24][CH2:23][CH2:22][CH2:21]1.Cl.CN(C)CCCN=C=NCC.ON1C2C=CC=CC=2N=N1. The catalyst is C(#N)C.CS(C)=O. The product is [C:1](/[CH:3]=[CH:4]/[S:5]([C:8]1[CH:9]=[C:10]([C:14]([CH3:19])([CH3:18])[C:15]([NH:26][CH:20]2[CH2:25][CH2:24][CH2:23][CH2:22][CH2:21]2)=[O:17])[CH:11]=[CH:12][CH:13]=1)(=[O:6])=[O:7])#[N:2]. The yield is 0.730. (5) The reactants are [CH:1]1([C:4]([C:6]2[CH:7]=[N:8][C:9]3[C:14]([C:15]=2[NH:16][C@H:17]2[CH2:22][CH2:21][C@H:20]([CH2:23][NH:24]C(=O)OC(C)(C)C)[CH2:19][CH2:18]2)=[CH:13][C:12]([C:32]2[CH:37]=[C:36]([Cl:38])[C:35]([OH:39])=[C:34]([Cl:40])[CH:33]=2)=[CH:11][CH:10]=3)=[O:5])[CH2:3][CH2:2]1.C(O)(C(F)(F)F)=O. No catalyst specified. The product is [NH2:24][CH2:23][C@H:20]1[CH2:21][CH2:22][C@H:17]([NH:16][C:15]2[C:14]3[C:9](=[CH:10][CH:11]=[C:12]([C:32]4[CH:37]=[C:36]([Cl:38])[C:35]([OH:39])=[C:34]([Cl:40])[CH:33]=4)[CH:13]=3)[N:8]=[CH:7][C:6]=2[C:4]([CH:1]2[CH2:2][CH2:3]2)=[O:5])[CH2:18][CH2:19]1. The yield is 0.400. (6) The reactants are CS(O[CH:6]([CH:8]1[CH2:13][CH2:12][O:11][CH2:10][CH2:9]1)[CH3:7])(=O)=O.[N-:14]=[N+:15]=[N-:16].[Na+]. The catalyst is CN(C=O)C.O. The product is [N:14]([CH:6]([CH:8]1[CH2:13][CH2:12][O:11][CH2:10][CH2:9]1)[CH3:7])=[N+:15]=[N-:16]. The yield is 0.990.